Dataset: Full USPTO retrosynthesis dataset with 1.9M reactions from patents (1976-2016). Task: Predict the reactants needed to synthesize the given product. (1) Given the product [CH3:1][C:2]1[C:6]2[C:14]([OH:19])=[CH:15][C:16]([CH3:18])=[N:7][C:5]=2[N:4]([C:8]2[CH:13]=[CH:12][CH:11]=[CH:10][N:9]=2)[N:3]=1, predict the reactants needed to synthesize it. The reactants are: [CH3:1][C:2]1[CH:6]=[C:5]([NH2:7])[N:4]([C:8]2[CH:13]=[CH:12][CH:11]=[CH:10][N:9]=2)[N:3]=1.[C:14](OCC)(=[O:19])[CH2:15][C:16]([CH3:18])=O.[OH-].[Na+]. (2) Given the product [Cl:11][C:12]1[C:17]([N+:18]([O-:20])=[O:19])=[CH:16][CH:15]=[CH:14][C:13]=1[O:21][CH3:4], predict the reactants needed to synthesize it. The reactants are: [N+]([C:4]1C=CC=CC=1O)([O-])=O.[Cl:11][C:12]1[C:17]([N+:18]([O-:20])=[O:19])=[CH:16][CH:15]=[CH:14][C:13]=1[OH:21].C(=O)([O-])[O-].[Cs+].[Cs+]. (3) Given the product [Cl:11][C:12]1[C:13]([CH3:22])=[C:14]([S:18]([NH:10][C:4]2[C:3]([O:2][CH3:1])=[N:8][C:7]([CH3:9])=[CH:6][N:5]=2)(=[O:20])=[O:19])[CH:15]=[CH:16][CH:17]=1, predict the reactants needed to synthesize it. The reactants are: [CH3:1][O:2][C:3]1[C:4]([NH2:10])=[N:5][CH:6]=[C:7]([CH3:9])[N:8]=1.[Cl:11][C:12]1[C:13]([CH3:22])=[C:14]([S:18](Cl)(=[O:20])=[O:19])[CH:15]=[CH:16][CH:17]=1. (4) The reactants are: [CH3:1][N:2]1[CH2:8][CH2:7][CH:6]([OH:9])[C:5]2[O:10][CH:11]=[CH:12][C:4]=2[CH2:3]1.F[C:14]1[CH:19]=[CH:18][C:17]([C:20]([F:23])([F:22])[F:21])=[CH:16][CH:15]=1. Given the product [CH3:1][N:2]1[CH2:8][CH2:7][CH:6]([O:9][C:14]2[CH:19]=[CH:18][C:17]([C:20]([F:23])([F:22])[F:21])=[CH:16][CH:15]=2)[C:5]2[O:10][CH:11]=[CH:12][C:4]=2[CH2:3]1, predict the reactants needed to synthesize it. (5) Given the product [CH3:1][C:2]1[N:6]=[C:5]2[N:4]([C:18](=[O:19])[N:12]([CH2:13][CH2:14][CH2:15][CH2:16][CH3:17])[C:8]3[N:9]=[CH:10][NH:11][C:7]=32)[N:3]=1, predict the reactants needed to synthesize it. The reactants are: [CH3:1][C:2]1[N:6]=[C:5]([C:7]2[NH:11][CH:10]=[N:9][C:8]=2[NH:12][CH2:13][CH2:14][CH2:15][CH2:16][CH3:17])[NH:4][N:3]=1.[C:18](Cl)(Cl)=[O:19].C1(C)C=CC=CC=1. (6) Given the product [CH3:11][O:10][C:8](=[O:9])[CH2:7][CH2:6][C@H:2]([NH:1][C:22]([C:21]1[CH:25]=[CH:26][C:18]([C:12]2[CH:13]=[CH:14][CH:15]=[CH:16][CH:17]=2)=[CH:19][CH:20]=1)=[O:23])[C:3]([OH:5])=[O:4], predict the reactants needed to synthesize it. The reactants are: [NH2:1][C@@H:2]([CH2:6][CH2:7][C:8]([O:10][CH3:11])=[O:9])[C:3]([OH:5])=[O:4].[C:12]1([C:18]2[CH:26]=[CH:25][C:21]([C:22](Cl)=[O:23])=[CH:20][CH:19]=2)[CH:17]=[CH:16][CH:15]=[CH:14][CH:13]=1. (7) Given the product [Cl:1][C:2]1[CH:3]=[C:4]([N:10]2[C:14]([CH2:15][CH3:16])=[C:13]([CH2:17][C:18]3[CH:19]=[CH:20][C:21]([C:22]([NH2:31])=[O:24])=[CH:25][CH:26]=3)[C:12]([CH2:27][CH3:28])=[N:11]2)[CH:5]=[CH:6][C:7]=1[C:8]#[N:9], predict the reactants needed to synthesize it. The reactants are: [Cl:1][C:2]1[CH:3]=[C:4]([N:10]2[C:14]([CH2:15][CH3:16])=[C:13]([CH2:17][C:18]3[CH:26]=[CH:25][C:21]([C:22]([OH:24])=O)=[CH:20][CH:19]=3)[C:12]([CH2:27][CH3:28])=[N:11]2)[CH:5]=[CH:6][C:7]=1[C:8]#[N:9].[NH4+].O[N:31]1C2C=CC=CC=2N=N1.Cl.CN(C)CCCN=C=NCC.Cl.